Task: Predict the reaction yield, written as a fraction of the theoretical maximum amount of product (1.0 means a 100% yield; for example, 0.34 means a 34% yield).. Dataset: Reaction yield outcomes from USPTO patents with 853,638 reactions (1) The reactants are [NH2:1][C:2]1[C:7]([Br:8])=[C:6]([O:9][CH3:10])[C:5]([O:11][CH3:12])=[CH:4][C:3]=1[C:13]([C:15]1[CH:20]=[CH:19][CH:18]=[CH:17][CH:16]=1)=O.[NH2:21][CH2:22][C:23](OCC)=[O:24].NCC(OC)=O. No catalyst specified. The product is [Br:8][C:7]1[C:2]2[NH:1][C:23](=[O:24])[CH2:22][N:21]=[C:13]([C:15]3[CH:20]=[CH:19][CH:18]=[CH:17][CH:16]=3)[C:3]=2[CH:4]=[C:5]([O:11][CH3:12])[C:6]=1[O:9][CH3:10]. The yield is 0.400. (2) The reactants are [C:1]([O:5][C:6]([N:8]1[CH2:13][CH2:12][CH:11]([NH:14][C:15](=[O:20])[CH2:16][C:17]([OH:19])=O)[CH2:10][CH2:9]1)=[O:7])([CH3:4])([CH3:3])[CH3:2].C1C=CC2N(O)N=NC=2C=1.[F:31][C:32]1[CH:33]=[C:34]([NH2:54])[CH:35]=[CH:36][C:37]=1[O:38][C:39]1[CH:44]=[CH:43][N:42]=[C:41]2[CH:45]=[C:46]([C:48]3[N:49]([CH3:53])[CH:50]=[CH:51][N:52]=3)[S:47][C:40]=12.C(Cl)CCl. No catalyst specified. The product is [F:31][C:32]1[CH:33]=[C:34]([NH:54][C:17](=[O:19])[CH2:16][C:15]([NH:14][CH:11]2[CH2:10][CH2:9][N:8]([C:6]([O:5][C:1]([CH3:2])([CH3:3])[CH3:4])=[O:7])[CH2:13][CH2:12]2)=[O:20])[CH:35]=[CH:36][C:37]=1[O:38][C:39]1[CH:44]=[CH:43][N:42]=[C:41]2[CH:45]=[C:46]([C:48]3[N:49]([CH3:53])[CH:50]=[CH:51][N:52]=3)[S:47][C:40]=12. The yield is 0.130. (3) The yield is 0.382. The reactants are [CH2:1]([O:4][C:5]([C:7]1[N:8]([NH2:13])[CH:9]=[C:10]([F:12])[CH:11]=1)=[O:6])[CH:2]=[CH2:3].[CH:14](=O)[CH2:15][CH:16]([CH3:18])[CH3:17].C([BH3-])#N.[Na+]. The catalyst is CO. The product is [CH2:1]([O:4][C:5]([C:7]1[N:8]([NH:13][CH2:14][CH2:15][CH:16]([CH3:18])[CH3:17])[CH:9]=[C:10]([F:12])[CH:11]=1)=[O:6])[CH:2]=[CH2:3]. (4) The product is [CH3:9][NH:1][C:2]1[CH:7]=[CH:6][CH:5]=[C:4]([NH2:8])[N:3]=1. The catalyst is C1COCC1. The reactants are [NH2:1][C:2]1[CH:7]=[CH:6][CH:5]=[C:4]([NH2:8])[N:3]=1.[C:9]([O-])([O-])=O.[K+].[K+].CI.O. The yield is 0.100. (5) The reactants are [N:1]1([CH2:10][C:11]2[CH:20]=[CH:19][C:14]3[N:15]=[C:16](Br)[S:17][C:13]=3[CH:12]=2)[C:5]2[CH:6]=[CH:7][CH:8]=[CH:9][C:4]=2[N:3]=[CH:2]1.CCN(C(C)C)C(C)C.[NH2:30][C@@H:31]1[CH2:36][CH2:35][CH2:34][CH2:33][C@H:32]1[OH:37]. The catalyst is CC(N(C)C)=O. The product is [N:1]1([CH2:10][C:11]2[CH:20]=[CH:19][C:14]3[N:15]=[C:16]([NH:30][C@@H:31]4[CH2:36][CH2:35][CH2:34][CH2:33][C@H:32]4[OH:37])[S:17][C:13]=3[CH:12]=2)[C:5]2[CH:6]=[CH:7][CH:8]=[CH:9][C:4]=2[N:3]=[CH:2]1. The yield is 0.580. (6) The reactants are CC1[C:10]2[C:5](=[CH:6][CH:7]=[CH:8][CH:9]=2)[NH:4][C:3]1=[O:11].[Cl-].[Li+].[CH2:14]([Li])[CH2:15][CH2:16][CH3:17].C(I)C. The catalyst is C1COCC1.O. The product is [CH2:15]([C:16]1([CH3:17])[C:10]2[C:5](=[CH:6][CH:7]=[CH:8][CH:9]=2)[NH:4][C:3]1=[O:11])[CH3:14]. The yield is 0.250. (7) The catalyst is CO.[Pd]. The reactants are C([O:8][C:9]1[CH:14]=[C:13]([O:15]CC2C=CC=CC=2)[C:12]([C:23]([CH3:25])=[CH2:24])=[CH:11][C:10]=1[C:26]([N:28]1[CH2:36][C:35]2[C:30](=[CH:31][CH:32]=[CH:33][C:34]=2[O:37][CH2:38][CH2:39][CH2:40][N:41]2[CH2:46][CH2:45][O:44][CH2:43][CH2:42]2)[CH2:29]1)=[O:27])C1C=CC=CC=1. The product is [OH:8][C:9]1[CH:14]=[C:13]([OH:15])[C:12]([CH:23]([CH3:25])[CH3:24])=[CH:11][C:10]=1[C:26]([N:28]1[CH2:36][C:35]2[C:30](=[CH:31][CH:32]=[CH:33][C:34]=2[O:37][CH2:38][CH2:39][CH2:40][N:41]2[CH2:42][CH2:43][O:44][CH2:45][CH2:46]2)[CH2:29]1)=[O:27]. The yield is 0.0600. (8) The reactants are FC(F)(F)C(OC(=O)C(F)(F)F)=O.C(O[CH:17](OCC)[CH2:18][NH:19][C:20]1[CH:25]=[CH:24][CH:23]=[C:22]([CH2:26][CH3:27])[CH:21]=1)C. The catalyst is FC(F)(F)C(O)=O. The product is [CH2:26]([C:22]1[CH:21]=[C:20]2[C:25]([CH:17]=[CH:18][NH:19]2)=[CH:24][CH:23]=1)[CH3:27]. The yield is 0.230.